Task: Predict the reaction yield, written as a fraction of the theoretical maximum amount of product (1.0 means a 100% yield; for example, 0.34 means a 34% yield).. Dataset: Reaction yield outcomes from USPTO patents with 853,638 reactions (1) The reactants are Br[C:2]1[CH:7]=[CH:6][C:5]([C@@H:8]2[O:13][CH2:12][CH2:11][N:10]([C:14]([O:16][C:17]([CH3:20])([CH3:19])[CH3:18])=[O:15])[CH2:9]2)=[CH:4][CH:3]=1.[C:21]1([C:27]([C:29]2[CH:34]=[CH:33][CH:32]=[CH:31][CH:30]=2)=[NH:28])[CH:26]=[CH:25][CH:24]=[CH:23][CH:22]=1.CC(C)([O-])C.[Na+]. The catalyst is C1(C)C=CC=CC=1.C1C=CC(/C=C/C(/C=C/C2C=CC=CC=2)=O)=CC=1.C1C=CC(/C=C/C(/C=C/C2C=CC=CC=2)=O)=CC=1.C1C=CC(/C=C/C(/C=C/C2C=CC=CC=2)=O)=CC=1.[Pd].[Pd].C1C=CC(P(C2C(C3C(P(C4C=CC=CC=4)C4C=CC=CC=4)=CC=C4C=3C=CC=C4)=C3C(C=CC=C3)=CC=2)C2C=CC=CC=2)=CC=1. The product is [C:21]1([C:27](=[N:28][C:2]2[CH:7]=[CH:6][C:5]([C@@H:8]3[O:13][CH2:12][CH2:11][N:10]([C:14]([O:16][C:17]([CH3:20])([CH3:19])[CH3:18])=[O:15])[CH2:9]3)=[CH:4][CH:3]=2)[C:29]2[CH:30]=[CH:31][CH:32]=[CH:33][CH:34]=2)[CH:26]=[CH:25][CH:24]=[CH:23][CH:22]=1. The yield is 0.890. (2) The reactants are [I-].[CH3:2][S+](C)(C)=O.[H-].[Na+].[O:9]=[C:10]1[CH2:15][CH2:14][N:13]([C:16]([O:18][C:19]([CH3:22])([CH3:21])[CH3:20])=[O:17])[CH2:12][CH2:11]1. The catalyst is CS(C)=O. The product is [O:9]1[C:10]2([CH2:11][CH2:12][N:13]([C:16]([O:18][C:19]([CH3:22])([CH3:21])[CH3:20])=[O:17])[CH2:14][CH2:15]2)[CH2:2]1. The yield is 0.570. (3) The reactants are [Cl-].Cl[C:3]1[N:8]=[C:7]([C:9]2[S:13][CH:12]=[N:11][C:10]=2[C:14]2[CH:15]=[C:16]([NH:20][C:21](=[O:30])[C:22]3[C:27]([F:28])=[CH:26][CH:25]=[CH:24][C:23]=3[F:29])[CH:17]=[CH:18][CH:19]=2)[CH:6]=[CH:5][N:4]=1.[N:31]1([CH2:36][C:37]2[CH:38]=[C:39]([NH2:43])[CH:40]=[CH:41][CH:42]=2)[CH2:35][CH2:34][CH2:33][CH2:32]1. No catalyst specified. The product is [F:29][C:23]1[CH:24]=[CH:25][CH:26]=[C:27]([F:28])[C:22]=1[C:21]([NH:20][C:16]1[CH:17]=[CH:18][CH:19]=[C:14]([C:10]2[N:11]=[CH:12][S:13][C:9]=2[C:7]2[CH:6]=[CH:5][N:4]=[C:3]([NH:43][C:39]3[CH:40]=[CH:41][CH:42]=[C:37]([CH2:36][N:31]4[CH2:32][CH2:33][CH2:34][CH2:35]4)[CH:38]=3)[N:8]=2)[CH:15]=1)=[O:30]. The yield is 0.320. (4) The catalyst is COCCOC.O.[Pd].C1(P(C2C=CC=CC=2)C2C=CC=CC=2)C=CC=CC=1.C1(P(C2C=CC=CC=2)C2C=CC=CC=2)C=CC=CC=1.C1(P(C2C=CC=CC=2)C2C=CC=CC=2)C=CC=CC=1.C1(P(C2C=CC=CC=2)C2C=CC=CC=2)C=CC=CC=1. The product is [Cl:24][C:25]1[CH:30]=[CH:29][CH:28]=[CH:27][C:26]=1[C:2]1[N:7]=[C:6]([CH3:8])[C:5]([CH:9]([CH2:14][CH2:15][CH3:16])[C:10]([O:12][CH3:13])=[O:11])=[C:4]([C:17]2[CH:22]=[CH:21][C:20]([CH3:23])=[CH:19][CH:18]=2)[N:3]=1. The reactants are Cl[C:2]1[N:7]=[C:6]([CH3:8])[C:5]([CH:9]([CH2:14][CH2:15][CH3:16])[C:10]([O:12][CH3:13])=[O:11])=[C:4]([C:17]2[CH:22]=[CH:21][C:20]([CH3:23])=[CH:19][CH:18]=2)[N:3]=1.[Cl:24][C:25]1[CH:30]=[CH:29][CH:28]=[CH:27][C:26]=1B(O)O.C(N(CC)C(C)C)(C)C. The yield is 0.810. (5) The reactants are [CH:1]([C:5]1[C:6]([Cl:14])=[N:7][C:8]([S:12][CH3:13])=[N:9][C:10]=1Cl)([CH2:3][CH3:4])[CH3:2].[IH:15].C(=O)(O)[O-].[Na+]. The catalyst is O. The product is [CH:1]([C:5]1[C:6]([Cl:14])=[N:7][C:8]([S:12][CH3:13])=[N:9][C:10]=1[I:15])([CH2:3][CH3:4])[CH3:2]. The yield is 0.810. (6) The reactants are O[CH2:2][C:3]1[CH:12]=[N:11][C:10]2[N:9]3[CH2:13][CH2:14][CH2:15][CH2:16][CH:8]3[C:7](=[O:17])[NH:6][C:5]=2[CH:4]=1.[I-].C(C[P+](C)(C)C)#N.C(N(C(C)C)C(C)C)C.Cl.[Cl:36][C:37]1[CH:42]=[CH:41][C:40]([C:43]2[CH2:44][CH2:45][NH:46][CH2:47][CH:48]=2)=[CH:39][CH:38]=1. The catalyst is C(#N)CC.O. The product is [Cl:36][C:37]1[CH:42]=[CH:41][C:40]([C:43]2[CH2:48][CH2:47][N:46]([CH2:2][C:3]3[CH:12]=[N:11][C:10]4[N:9]5[CH2:13][CH2:14][CH2:15][CH2:16][CH:8]5[C:7](=[O:17])[NH:6][C:5]=4[CH:4]=3)[CH2:45][CH:44]=2)=[CH:39][CH:38]=1. The yield is 0.180.